This data is from Catalyst prediction with 721,799 reactions and 888 catalyst types from USPTO. The task is: Predict which catalyst facilitates the given reaction. (1) Reactant: [CH3:1]N(C=O)C.[Br:6][C:7]1[C:8](=[O:15])[NH:9][C:10]([CH3:14])=[C:11]([Br:13])[CH:12]=1.CI.C([O-])([O-])=O.[K+].[K+]. Product: [Br:6][C:7]1[C:8](=[O:15])[N:9]([CH3:1])[C:10]([CH3:14])=[C:11]([Br:13])[CH:12]=1. The catalyst class is: 6. (2) Reactant: II.C(O)(=O)C.P(=O)(O)(O)O.[NH2:12][C:13]1[CH:18]=[CH:17][C:16]([C:19]([C:21]2[CH:26]=[CH:25][C:24]([Cl:27])=[CH:23][CH:22]=2)=O)=[C:15]([Cl:28])[CH:14]=1. Product: [Cl:28][C:15]1[CH:14]=[C:13]([CH:18]=[CH:17][C:16]=1[CH2:19][C:21]1[CH:26]=[CH:25][C:24]([Cl:27])=[CH:23][CH:22]=1)[NH2:12]. The catalyst class is: 84. (3) Reactant: [CH2:1]([O:5][C:6]1[C:15]2[C:10](=[CH:11][CH:12]=[C:13]([C:16]3[O:20][CH:19]=[N:18][CH:17]=3)[CH:14]=2)[C:9](=[O:21])[N:8]([CH2:22][CH:23]([CH3:25])[CH3:24])[C:7]=1[CH2:26][NH:27]C(=O)OC(C)(C)C)[CH2:2][CH2:3][CH3:4].[ClH:35]. Product: [ClH:35].[NH2:27][CH2:26][C:7]1[N:8]([CH2:22][CH:23]([CH3:24])[CH3:25])[C:9](=[O:21])[C:10]2[C:15]([C:6]=1[O:5][CH2:1][CH2:2][CH2:3][CH3:4])=[CH:14][C:13]([C:16]1[O:20][CH:19]=[N:18][CH:17]=1)=[CH:12][CH:11]=2. The catalyst class is: 13. (4) Reactant: [NH:1]1[CH2:6][CH2:5][O:4][CH2:3][CH2:2]1.[Cl:7][C:8]1[CH:13]=[C:12]([Cl:14])[C:11]([O:15][CH3:16])=[CH:10][C:9]=1[NH:17][C:18]1[C:23]([C:24]#[N:25])=[CH:22][N:21]=[C:20]2[CH:26]=[C:27]([C:29]3[CH:34]=[CH:33][C:32]([CH:35]=O)=[CH:31][CH:30]=3)[S:28][C:19]=12.C(O[BH-](OC(=O)C)OC(=O)C)(=O)C.[Na+].C(O)(=O)C. Product: [Cl:7][C:8]1[CH:13]=[C:12]([Cl:14])[C:11]([O:15][CH3:16])=[CH:10][C:9]=1[NH:17][C:18]1[C:23]([C:24]#[N:25])=[CH:22][N:21]=[C:20]2[CH:26]=[C:27]([C:29]3[CH:34]=[CH:33][C:32]([CH2:35][N:1]4[CH2:6][CH2:5][O:4][CH2:3][CH2:2]4)=[CH:31][CH:30]=3)[S:28][C:19]=12. The catalyst class is: 120. (5) Reactant: [C:1]([N:5]1[C:9]2[C:10](=[O:26])[NH:11][C:12]3([CH2:18][CH2:17][N:16](C(OC(C)(C)C)=O)[CH2:15][CH2:14]3)[CH2:13][C:8]=2[CH:7]=[N:6]1)([CH3:4])([CH3:3])[CH3:2].[ClH:27]. The catalyst class is: 684. Product: [ClH:27].[C:1]([N:5]1[C:9]2[C:10](=[O:26])[NH:11][C:12]3([CH2:18][CH2:17][NH:16][CH2:15][CH2:14]3)[CH2:13][C:8]=2[CH:7]=[N:6]1)([CH3:4])([CH3:2])[CH3:3]. (6) Reactant: [CH3:1][C:2]1[CH:3]=[CH:4][C:5]([N:8]2[C:12]3[CH:13]=[CH:14][CH:15]=[CH:16][C:11]=3[NH:10][S:9]2(=[O:18])=[O:17])=[N:6][CH:7]=1.C(=O)([O-])[O-].[K+].[K+].C(=O)([O-])[O-].[Cs+].[Cs+].Br[CH2:32][CH2:33][CH2:34][Cl:35]. Product: [Cl:35][CH2:34][CH2:33][CH2:32][N:10]1[C:11]2[CH:16]=[CH:15][CH:14]=[CH:13][C:12]=2[N:8]([C:5]2[CH:4]=[CH:3][C:2]([CH3:1])=[CH:7][N:6]=2)[S:9]1(=[O:18])=[O:17]. The catalyst class is: 10. (7) Reactant: FC(F)(F)C(O)=O.[Cl:8][C:9]1[C:10]([F:43])=[C:11]([CH:15]2[C:19]([C:22]3[CH:27]=[CH:26][C:25]([Cl:28])=[CH:24][C:23]=3[F:29])([C:20]#[N:21])[CH:18]([CH2:30][C:31]([CH:34]3[CH2:39]C=CCO3)([CH3:33])[CH3:32])[NH:17][CH:16]2[C:40]([OH:42])=O)[CH:12]=[CH:13][CH:14]=1.[CH3:44][C:45]1([CH3:53])[O:49][C@@H:48]([CH2:50][CH2:51][NH2:52])[CH2:47][O:46]1.CN(C(ON1N=N[C:64]2[CH:65]=[CH:66][CH:67]=N[C:63]1=2)=[N+](C)C)C.F[P-](F)(F)(F)(F)F.C[CH2:79][N:80]([CH:84]([CH3:86])C)[CH:81]([CH3:83])C. Product: [CH3:44][C:45]1([CH3:53])[O:49][C@@H:48]([CH2:50][CH2:51][NH:52][C:40]([CH:16]2[CH:15]([C:11]3[CH:12]=[CH:13][CH:14]=[C:9]([Cl:8])[C:10]=3[F:43])[C:19]([C:22]3[CH:27]=[CH:26][C:25]([Cl:28])=[CH:24][C:23]=3[F:29])([C:20]#[N:21])[CH:18]([CH2:30][C:31]([C:34]3[CH2:86][CH2:84][N:80]([CH2:81][C:83]4[CH:67]=[CH:66][CH:65]=[CH:64][CH:63]=4)[CH2:79][CH:39]=3)([CH3:32])[CH3:33])[NH:17]2)=[O:42])[CH2:47][O:46]1. The catalyst class is: 2. (8) Reactant: [Cl:1][C:2]1[CH:10]=[CH:9][CH:8]=[C:7]2[C:3]=1[CH:4]=[CH:5][N:6]2[CH:11]1[CH2:14][O:13][CH2:12]1.[F:15][C:16]([F:27])([F:26])[C:17](O[C:17](=[O:18])[C:16]([F:27])([F:26])[F:15])=[O:18].O. Product: [Cl:1][C:2]1[CH:10]=[CH:9][CH:8]=[C:7]2[C:3]=1[C:4]([C:17](=[O:18])[C:16]([F:27])([F:26])[F:15])=[CH:5][N:6]2[CH:11]1[CH2:14][O:13][CH2:12]1. The catalyst class is: 3. (9) The catalyst class is: 14. Product: [Br:1][C:2]1[CH:7]=[CH:6][C:5]([C:8]([N:11]2[CH2:19][CH2:18][S:15](=[O:17])(=[O:16])[CH2:13][CH2:14]2)([CH3:9])[CH3:10])=[C:4]([CH3:12])[CH:3]=1. Reactant: [Br:1][C:2]1[CH:7]=[CH:6][C:5]([C:8]([NH2:11])([CH3:10])[CH3:9])=[C:4]([CH3:12])[CH:3]=1.[CH:13]([S:15]([CH:18]=[CH2:19])(=[O:17])=[O:16])=[CH2:14].